From a dataset of Forward reaction prediction with 1.9M reactions from USPTO patents (1976-2016). Predict the product of the given reaction. (1) The product is: [CH3:29][O:28][CH:26]([CH3:27])[CH2:25][N:24]1[C:20]([C:14]2[N:15]=[C:16]3[N:12]([CH:13]=2)[CH2:11][CH2:10][O:9][C:8]2[C:17]3=[CH:18][CH:19]=[C:6]([C:4](=[O:3])[CH3:5])[CH:7]=2)=[N:21][CH:22]=[N:23]1. Given the reactants C([O:3][C:4]([C:6]1[CH:7]=[C:8]2[C:17](=[CH:18][CH:19]=1)[C:16]1[N:12]([CH:13]=[C:14]([C:20]3[N:24]([CH2:25][CH:26]([O:28][CH3:29])[CH3:27])[N:23]=[CH:22][N:21]=3)[N:15]=1)[CH2:11][CH2:10][O:9]2)=[CH2:5])C.C1(C)C=CC(S(O)(=O)=O)=CC=1, predict the reaction product. (2) The product is: [OH:5][CH2:4][C@H:3]([NH:2][C:34]([C@H:32]1[CH2:33][C@@H:31]1[C:27]1[S:26][CH:30]=[CH:29][CH:28]=1)=[O:35])[C:6]1[CH:11]=[CH:10][C:9]([O:12][CH2:13][CH:14]([CH3:18])[CH2:15][CH2:16][CH3:17])=[CH:8][CH:7]=1. Given the reactants Cl.[NH2:2][C@H:3]([C:6]1[CH:11]=[CH:10][C:9]([O:12][CH2:13][CH:14]([CH3:18])[CH2:15][CH2:16][CH3:17])=[CH:8][CH:7]=1)[CH2:4][OH:5].C(N(CC)CC)C.[S:26]1[CH:30]=[CH:29][CH:28]=[C:27]1[C@H:31]1[CH2:33][C@@H:32]1[C:34](Cl)=[O:35], predict the reaction product. (3) Given the reactants [N:1]1[CH:6]=[CH:5][CH:4]=[C:3]([NH:7][C:8](=[O:15])OCC(Cl)(Cl)Cl)[N:2]=1.[F:16][C:17]1[CH:22]=[CH:21][CH:20]=[CH:19][C:18]=1[C:23]1[N:24]=[C:25]([N:28]2[CH2:33][CH2:32][NH:31][CH2:30][CH2:29]2)[S:26][CH:27]=1.C(N(C(C)C)CC)(C)C.O, predict the reaction product. The product is: [F:16][C:17]1[CH:22]=[CH:21][CH:20]=[CH:19][C:18]=1[C:23]1[N:24]=[C:25]([N:28]2[CH2:29][CH2:30][N:31]([C:8]([NH:7][C:3]3[N:2]=[N:1][CH:6]=[CH:5][CH:4]=3)=[O:15])[CH2:32][CH2:33]2)[S:26][CH:27]=1. (4) Given the reactants Br[C:2]1[CH:3]=[N:4][CH:5]=[C:6]([Br:8])[CH:7]=1.[NH2:9][CH2:10][CH2:11][NH:12][C:13](=[O:19])[O:14][C:15]([CH3:18])([CH3:17])[CH3:16].C1C=CC(P(C2C=CC3C(=CC=CC=3)C=2C2C3C(=CC=CC=3)C=CC=2P(C2C=CC=CC=2)C2C=CC=CC=2)C2C=CC=CC=2)=CC=1.C([O-])([O-])=O.[Cs+].[Cs+], predict the reaction product. The product is: [C:15]([O:14][C:13](=[O:19])[NH:12][CH2:11][CH2:10][NH:9][C:2]1[CH:3]=[N:4][CH:5]=[C:6]([Br:8])[CH:7]=1)([CH3:18])([CH3:16])[CH3:17]. (5) Given the reactants C(N(CC)CC)C.[CH:8]([C:10]1[C:18]2[C:13](=[CH:14][CH:15]=[CH:16][CH:17]=2)[N:12](C(OC(C)(C)C)=O)[CH:11]=1)=[O:9].[CH:26](=[N:33][C:34]1[N:38]=[C:37]([O:39][CH3:40])[S:36][N:35]=1)[C:27]1[CH:32]=[CH:31][CH:30]=[CH:29][CH:28]=1, predict the reaction product. The product is: [NH:12]1[C:13]2[C:18](=[CH:17][CH:16]=[CH:15][CH:14]=2)[C:10]([C:8](=[O:9])[CH:26]([NH:33][C:34]2[N:38]=[C:37]([O:39][CH3:40])[S:36][N:35]=2)[C:27]2[CH:28]=[CH:29][CH:30]=[CH:31][CH:32]=2)=[CH:11]1. (6) Given the reactants [CH3:1][N:2]1[CH:6]=[C:5]([NH:7][C:8]([C:10]2[C:14]3[N:15]=[C:16](Cl)[N:17]=[CH:18][C:13]=3[S:12][CH:11]=2)=[O:9])[CH:4]=[N:3]1.[NH2:20][C@@H:21]1[CH2:26][CH2:25][O:24][CH2:23][C@@H:22]1[NH:27][C:28](=[O:34])[O:29][C:30]([CH3:33])([CH3:32])[CH3:31].C(N(C(C)C)CC)(C)C, predict the reaction product. The product is: [C:30]([O:29][C:28](=[O:34])[NH:27][C@@H:22]1[C@H:21]([NH:20][C:16]2[N:17]=[CH:18][C:13]3[S:12][CH:11]=[C:10]([C:8](=[O:9])[NH:7][C:5]4[CH:4]=[N:3][N:2]([CH3:1])[CH:6]=4)[C:14]=3[N:15]=2)[CH2:26][CH2:25][O:24][CH2:23]1)([CH3:33])([CH3:31])[CH3:32]. (7) Given the reactants [Br:1][C:2]1[C:8]([F:9])=[CH:7][C:5]([NH2:6])=[C:4]([N+:10]([O-])=O)[CH:3]=1.Cl[Sn]Cl, predict the reaction product. The product is: [Br:1][C:2]1[CH:3]=[C:4]([NH2:10])[C:5]([NH2:6])=[CH:7][C:8]=1[F:9].